Task: Predict the reaction yield, written as a fraction of the theoretical maximum amount of product (1.0 means a 100% yield; for example, 0.34 means a 34% yield).. Dataset: Reaction yield outcomes from USPTO patents with 853,638 reactions (1) The reactants are [C:1]([C:4]1[CH:9]=[CH:8][C:7]([NH:10][C:11](=[O:13])[CH3:12])=[C:6]([Br:14])[CH:5]=1)(=[O:3])[CH3:2].[H-].[Na+].Br[CH2:18][C:19]([CH3:21])=[CH2:20]. The catalyst is CN(C=O)C. The product is [C:1]([C:4]1[CH:9]=[CH:8][C:7]([N:10]([CH2:20][C:19]([CH3:21])=[CH2:18])[C:11](=[O:13])[CH3:12])=[C:6]([Br:14])[CH:5]=1)(=[O:3])[CH3:2]. The yield is 1.00. (2) The reactants are [CH3:1][S:2]([C:5]1[CH:10]=[CH:9][C:8]([C:11]2[CH:20]=[C:19]3[C:14]([C:15](=[O:21])[CH:16]=[N:17][NH:18]3)=[CH:13][CH:12]=2)=[CH:7][CH:6]=1)(=[O:4])=[O:3].[I:22]N1C(=O)CCC1=O.C(Cl)Cl.CO. The catalyst is CN(C=O)C.CCOC(C)=O. The product is [I:22][C:16]1[C:15](=[O:21])[C:14]2[C:19](=[CH:20][C:11]([C:8]3[CH:7]=[CH:6][C:5]([S:2]([CH3:1])(=[O:3])=[O:4])=[CH:10][CH:9]=3)=[CH:12][CH:13]=2)[NH:18][N:17]=1. The yield is 0.550.